Dataset: Catalyst prediction with 721,799 reactions and 888 catalyst types from USPTO. Task: Predict which catalyst facilitates the given reaction. Reactant: [C:1]([N:4]1[C:13]2[C:8](=[CH:9][C:10]([C:14]3[CH:22]=[CH:21][C:17]([C:18]([OH:20])=O)=[CH:16][CH:15]=3)=[CH:11][CH:12]=2)[C@H:7]([NH:23][C:24]2[CH:29]=[CH:28][C:27]([C:30]#[N:31])=[CH:26][N:25]=2)[CH2:6][C@@H:5]1[CH3:32])(=[O:3])[CH3:2].C(Cl)CCl.C1C=CC2N(O)N=NC=2C=1.Cl.C([N:50]1CC[O:53][CH2:52][CH2:51]1)C.NCCO.C1C=CC2N(O)N=NC=2C=1. Product: [C:1]([N:4]1[C:13]2[C:8](=[CH:9][C:10]([C:14]3[CH:15]=[CH:16][C:17]([C:18]([NH:50][CH2:51][CH2:52][OH:53])=[O:20])=[CH:21][CH:22]=3)=[CH:11][CH:12]=2)[C@H:7]([NH:23][C:24]2[CH:29]=[CH:28][C:27]([C:30]#[N:31])=[CH:26][N:25]=2)[CH2:6][C@@H:5]1[CH3:32])(=[O:3])[CH3:2]. The catalyst class is: 3.